This data is from Forward reaction prediction with 1.9M reactions from USPTO patents (1976-2016). The task is: Predict the product of the given reaction. (1) Given the reactants [NH2:1][C:2]1[CH:7]=[CH:6][CH:5]=[CH:4][CH:3]=1.C[Al](C)C.[I:12][C:13]1[CH:14]=[CH:15][C:16]2[N:17]([C:20]([C:28]3[CH:33]=[CH:32][CH:31]=[CH:30][N:29]=3)=[C:21]([C:23](OCC)=[O:24])[N:22]=2)[C:18]=1[CH3:19].[Cl-].[NH4+], predict the reaction product. The product is: [I:12][C:13]1[CH:14]=[CH:15][C:16]2[N:17]([C:20]([C:28]3[CH:33]=[CH:32][CH:31]=[CH:30][N:29]=3)=[C:21]([C:23]([NH:1][C:2]3[CH:7]=[CH:6][CH:5]=[CH:4][CH:3]=3)=[O:24])[N:22]=2)[C:18]=1[CH3:19]. (2) Given the reactants [Cl:1][C:2]1[CH:19]=[CH:18][CH:17]=[CH:16][C:3]=1[C:4]([CH:6]1[C:11](=[O:12])OC(C)(C)OC1=O)=[O:5].[CH2:20]([NH2:23])[CH2:21][CH3:22], predict the reaction product. The product is: [Cl:1][C:2]1[CH:19]=[CH:18][CH:17]=[CH:16][C:3]=1[C:4](=[O:5])[CH2:6][C:11]([NH:23][CH2:20][CH2:21][CH3:22])=[O:12]. (3) Given the reactants [Br:1][C:2]1[CH:3]=[N:4][C:5]2[N:6]([N:8]=[C:9]([C:11]([OH:13])=O)[CH:10]=2)[CH:7]=1.[CH3:14][CH:15]1[C:24]2[C:19](=[CH:20][C:21]([C:25]3[CH:26]=[N:27][CH:28]=[N:29][CH:30]=3)=[CH:22][CH:23]=2)[CH2:18][CH2:17][NH:16]1, predict the reaction product. The product is: [Br:1][C:2]1[CH:3]=[N:4][C:5]2[N:6]([N:8]=[C:9]([C:11]([N:16]3[CH2:17][CH2:18][C:19]4[C:24](=[CH:23][CH:22]=[C:21]([C:25]5[CH:30]=[N:29][CH:28]=[N:27][CH:26]=5)[CH:20]=4)[CH:15]3[CH3:14])=[O:13])[CH:10]=2)[CH:7]=1. (4) Given the reactants [OH:1][C:2]1[CH:7]=[C:6]([CH2:8][NH:9][CH:10]=[C:11]2[C:20]3[C:15](=[CH:16][CH:17]=[C:18]([I:21])[CH:19]=3)[C:14](=[O:22])[NH:13][C:12]2=[O:23])[CH:5]=[CH:4][C:3]=1[C:24]1[CH:29]=[CH:28][CH:27]=[CH:26]C=1.IC1C=C2C(=CC=1)C(=O)[NH:36]C(=O)C2=COC.NCC1C=CC(C2C=CC=CN=2)=C(O)C=1, predict the reaction product. The product is: [OH:1][C:2]1[CH:7]=[C:6]([CH:5]=[CH:4][C:3]=1[C:24]1[CH:29]=[CH:28][CH:27]=[CH:26][N:36]=1)[CH2:8][NH:9][CH:10]=[C:11]1[C:20]2[C:15](=[CH:16][CH:17]=[C:18]([I:21])[CH:19]=2)[C:14](=[O:22])[NH:13][C:12]1=[O:23].